From a dataset of Forward reaction prediction with 1.9M reactions from USPTO patents (1976-2016). Predict the product of the given reaction. (1) Given the reactants [Cl:1][C:2]1[N:7]=[C:6](Cl)[CH:5]=[CH:4][N:3]=1.[CH:9]1([CH:14]([N:18]2[CH:22]=[C:21](B3OC(C)(C)C(C)(C)O3)[CH:20]=[N:19]2)[CH2:15][C:16]#[N:17])[CH2:13][CH2:12][CH2:11][CH2:10]1.P([O-])([O-])([O-])=O.[K+].[K+].[K+], predict the reaction product. The product is: [Cl:1][C:2]1[N:7]=[C:6]([C:21]2[CH:20]=[N:19][N:18]([CH:14]([CH:9]3[CH2:13][CH2:12][CH2:11][CH2:10]3)[CH2:15][C:16]#[N:17])[CH:22]=2)[CH:5]=[CH:4][N:3]=1. (2) The product is: [Cl:1][C:2]1[CH:3]=[C:4]([NH:5][C@H:12]([C:13]([OH:15])=[O:14])[CH3:16])[CH:6]=[CH:7][C:8]=1[Cl:9]. Given the reactants [Cl:1][C:2]1[CH:3]=[C:4]([CH:6]=[CH:7][C:8]=1[Cl:9])[NH2:5].O.Cl[CH:12]([CH3:16])[C:13]([OH:15])=[O:14].C(=O)(O)[O-].[Na+], predict the reaction product.